From a dataset of Forward reaction prediction with 1.9M reactions from USPTO patents (1976-2016). Predict the product of the given reaction. Given the reactants [CH3:1][Si:2]([C:5]#[CH:6])([CH3:4])[CH3:3].[Li]CCCC.[F:12][CH2:13][C:14](OCC)=[O:15].[Cl-].[NH4+], predict the reaction product. The product is: [F:12][CH2:13][C:14](=[O:15])[C:6]#[C:5][Si:2]([CH3:4])([CH3:3])[CH3:1].